This data is from Full USPTO retrosynthesis dataset with 1.9M reactions from patents (1976-2016). The task is: Predict the reactants needed to synthesize the given product. (1) Given the product [CH2:1]([O:3][CH:4]([CH2:10][C:11]1[CH:12]=[CH:13][C:14]([CH3:17])=[CH:15][CH:16]=1)[C:5]([O:7][CH2:8][CH3:9])=[O:6])[CH3:2], predict the reactants needed to synthesize it. The reactants are: [CH2:1]([O:3][C:4](=[CH:10][C:11]1[CH:16]=[CH:15][C:14]([CH3:17])=[CH:13][CH:12]=1)[C:5]([O:7][CH2:8][CH3:9])=[O:6])[CH3:2]. (2) The reactants are: [C:1]([C:3]1[CH:8]=[CH:7][C:6]([C:9]2[CH:10]=[N:11][N:12]([C:15]3[CH:23]=[CH:22][C:18]([C:19](O)=[O:20])=[CH:17][N:16]=3)[C:13]=2[OH:14])=[C:5]([CH3:24])[C:4]=1[F:25])#[N:2].Cl.Cl.[CH3:28][N:29]1[CH2:32][C:31]2([CH2:35][NH:34][CH2:33]2)[CH2:30]1. Given the product [F:25][C:4]1[C:5]([CH3:24])=[C:6]([C:9]2[CH:10]=[N:11][N:12]([C:15]3[CH:23]=[CH:22][C:18]([C:19]([N:34]4[CH2:35][C:31]5([CH2:32][N:29]([CH3:28])[CH2:30]5)[CH2:33]4)=[O:20])=[CH:17][N:16]=3)[C:13]=2[OH:14])[CH:7]=[CH:8][C:3]=1[C:1]#[N:2], predict the reactants needed to synthesize it. (3) Given the product [Br:1][C:2]1[N:7]=[C:6]([NH:8][C:9]2[CH:17]=[CH:16][C:12]([C:13]([N:60]([CH2:61][CH2:62][OH:63])[CH3:59])=[O:15])=[C:11]([N+:18]([O-:20])=[O:19])[CH:10]=2)[C:5](=[O:21])[N:4]([CH3:22])[CH:3]=1, predict the reactants needed to synthesize it. The reactants are: [Br:1][C:2]1[N:7]=[C:6]([NH:8][C:9]2[CH:17]=[CH:16][C:12]([C:13]([OH:15])=O)=[C:11]([N+:18]([O-:20])=[O:19])[CH:10]=2)[C:5](=[O:21])[N:4]([CH3:22])[CH:3]=1.F[P-](F)(F)(F)(F)F.N1(O[P+](N(C)C)(N(C)C)N(C)C)C2C=CC=CC=2N=N1.C(N(C(C)C)CC)(C)C.[CH3:59][NH:60][CH2:61][CH2:62][OH:63].